Dataset: Reaction yield outcomes from USPTO patents with 853,638 reactions. Task: Predict the reaction yield, written as a fraction of the theoretical maximum amount of product (1.0 means a 100% yield; for example, 0.34 means a 34% yield). (1) The reactants are [CH:1]1([C@H:4]2[C@H:13]([CH3:14])[C@@H:12]([NH:15][C:16]3[N:21]=[CH:20][CH:19]=[CH:18][N:17]=3)[C:11]3[C:6](=[CH:7][CH:8]=[C:9]([C:22]4[CH2:23][CH2:24][NH:25][CH2:26][CH:27]=4)[CH:10]=3)[N:5]2[C:28](=[O:30])[CH3:29])[CH2:3][CH2:2]1.Br[CH2:32][CH2:33][OH:34].CCN(C(C)C)C(C)C. The catalyst is ClCCl. The product is [CH:1]1([C@H:4]2[C@H:13]([CH3:14])[C@@H:12]([NH:15][C:16]3[N:17]=[CH:18][CH:19]=[CH:20][N:21]=3)[C:11]3[C:6](=[CH:7][CH:8]=[C:9]([C:22]4[CH2:23][CH2:24][N:25]([CH2:32][CH2:33][OH:34])[CH2:26][CH:27]=4)[CH:10]=3)[N:5]2[C:28](=[O:30])[CH3:29])[CH2:3][CH2:2]1. The yield is 0.250. (2) The reactants are Cl.FC1C=C(NC(=O)CC(NC2C=CC(F)=CC=2)=O)C=CC=1OC1C2=C(C)C(OCCN3CCOCC3)=CN2N=CN=1.[F:43][C:44]1[CH:70]=[C:69]([N+:71]([O-])=O)[CH:68]=[CH:67][C:45]=1[O:46][C:47]1[C:52]2=[C:53]([CH3:66])[C:54]([O:56][CH2:57][CH2:58][CH2:59][N:60]3[CH2:65][CH2:64][O:63][CH2:62][CH2:61]3)=[CH:55][N:51]2[N:50]=[CH:49][N:48]=1. No catalyst specified. The product is [F:43][C:44]1[CH:70]=[C:69]([NH2:71])[CH:68]=[CH:67][C:45]=1[O:46][C:47]1[C:52]2=[C:53]([CH3:66])[C:54]([O:56][CH2:57][CH2:58][CH2:59][N:60]3[CH2:61][CH2:62][O:63][CH2:64][CH2:65]3)=[CH:55][N:51]2[N:50]=[CH:49][N:48]=1. The yield is 0.950. (3) The reactants are [CH3:1][O:2][C:3]1[CH:4]=[C:5]([CH:17]=[CH:18][CH:19]=1)[O:6][C:7]1[CH:12]=[CH:11][CH:10]=[C:9]([C:13]([NH:15][NH2:16])=[O:14])[CH:8]=1.[C:20]([C:23]1[CH:24]=[C:25]([N:29]=[C:30]=[S:31])[CH:26]=[CH:27][CH:28]=1)(=[O:22])[CH3:21]. No catalyst specified. The product is [C:20]([C:23]1[CH:24]=[C:25]([NH:29][C:30]([NH:16][NH:15][C:13]([C:9]2[CH:10]=[CH:11][CH:12]=[C:7]([O:6][C:5]3[CH:17]=[CH:18][CH:19]=[C:3]([O:2][CH3:1])[CH:4]=3)[CH:8]=2)=[O:14])=[S:31])[CH:26]=[CH:27][CH:28]=1)(=[O:22])[CH3:21]. The yield is 0.950. (4) The reactants are [CH2:1]([O:8][C:9]1[C:10]([C:23](O)=[O:24])=[N:11][CH:12]=[C:13]([O:15][CH2:16][C:17]2[CH:22]=[CH:21][CH:20]=[CH:19][CH:18]=2)[CH:14]=1)[C:2]1[CH:7]=[CH:6][CH:5]=[CH:4][CH:3]=1.CN(C)CCCN=C=NCC.Cl.[C:38]([O:42][C:43](=[O:46])[CH2:44][NH2:45])([CH3:41])([CH3:40])[CH3:39].C(N(C(C)C)CC)(C)C. The catalyst is CN(C=O)C.ON1C2C=CC=CC=2N=N1. The product is [C:38]([O:42][C:43](=[O:46])[CH2:44][NH:45][C:23]([C:10]1[C:9]([O:8][CH2:1][C:2]2[CH:7]=[CH:6][CH:5]=[CH:4][CH:3]=2)=[CH:14][C:13]([O:15][CH2:16][C:17]2[CH:22]=[CH:21][CH:20]=[CH:19][CH:18]=2)=[CH:12][N:11]=1)=[O:24])([CH3:41])([CH3:40])[CH3:39]. The yield is 0.990. (5) The reactants are [CH:1]1([C:5]2[C:13]([CH:14]=[O:15])=[CH:12][C:8]([C:9]([OH:11])=O)=[C:7]([CH3:16])[CH:6]=2)[CH2:4][CH2:3][CH2:2]1.Cl.[NH:18]1[CH2:23][CH2:22][CH:21]([C:24]2[CH:31]=[CH:30][C:27]([C:28]#[N:29])=[CH:26][CH:25]=2)[CH2:20][CH2:19]1.CCN=C=NCCCN(C)C.Cl. The catalyst is CN(C)C=O.CN(C)C1C=CN=CC=1.C(OCC)(=O)C. The product is [CH:1]1([C:5]2[C:13]([CH:14]=[O:15])=[CH:12][C:8]([C:9]([N:18]3[CH2:23][CH2:22][CH:21]([C:24]4[CH:31]=[CH:30][C:27]([C:28]#[N:29])=[CH:26][CH:25]=4)[CH2:20][CH2:19]3)=[O:11])=[C:7]([CH3:16])[CH:6]=2)[CH2:2][CH2:3][CH2:4]1. The yield is 0.740. (6) The reactants are [C:1]([N:4]1[C:8]([CH2:15][CH2:16][NH:17][S:18]([CH3:21])(=[O:20])=[O:19])([C:9]2[CH:14]=[CH:13][CH:12]=[CH:11][CH:10]=2)[S:7][C:6]([NH:22]C(=O)C(C2C=CC=CC=2)C)=[N:5]1)(=[O:3])[CH3:2].O.O.O.O.O.O.O.[Cl-].[Ce+3].[Cl-].[Cl-].[BH4-].[Na+]. No catalyst specified. The product is [C:1]([N:4]1[N:5]=[C:6]([NH2:22])[S:7][C:8]1([CH2:15][CH2:16][NH:17][S:18]([CH3:21])(=[O:19])=[O:20])[C:9]1[CH:14]=[CH:13][CH:12]=[CH:11][CH:10]=1)(=[O:3])[CH3:2]. The yield is 0.510.